Dataset: Full USPTO retrosynthesis dataset with 1.9M reactions from patents (1976-2016). Task: Predict the reactants needed to synthesize the given product. (1) Given the product [CH3:1][C@H:2]1[NH:3][CH2:4][CH2:5][N:6]([CH2:8][C:9]2[CH:14]=[CH:13][C:12]([N:15]3[CH2:20][CH2:19][O:18][CH2:17][CH2:16]3)=[CH:11][C:10]=2[C:21]([F:24])([F:22])[F:23])[CH2:7]1, predict the reactants needed to synthesize it. The reactants are: [CH3:1][C@@H:2]1[CH2:7][N:6]([CH2:8][C:9]2[CH:14]=[CH:13][C:12]([N:15]3[CH2:20][CH2:19][O:18][CH2:17][CH2:16]3)=[CH:11][C:10]=2[C:21]([F:24])([F:23])[F:22])[CH2:5][CH2:4][N:3]1C(OC(C)(C)C)=O.FC(F)(F)C(O)=O. (2) Given the product [CH3:36][C@@H:31]1[CH2:32][O:33][CH2:34][CH2:35][N:30]1[C:18]1[N:17]=[C:16]2[C:21]([N:22]=[C:14]([C:7]3[CH:6]=[C:5]([CH2:3][OH:2])[CH:13]=[C:12]4[C:8]=3[CH:9]=[CH:10][NH:11]4)[NH:15]2)=[C:20]([N:23]2[CH2:28][CH2:27][O:26][CH2:25][C@H:24]2[CH3:29])[N:19]=1, predict the reactants needed to synthesize it. The reactants are: C[O:2][C:3]([C:5]1[CH:13]=[C:12]2[C:8]([CH:9]=[CH:10][NH:11]2)=[C:7]([C:14]2[NH:15][C:16]3[C:21]([N:22]=2)=[C:20]([N:23]2[CH2:28][CH2:27][O:26][CH2:25][C@H:24]2[CH3:29])[N:19]=[C:18]([N:30]2[CH2:35][CH2:34][O:33][CH2:32][C@H:31]2[CH3:36])[N:17]=3)[CH:6]=1)=O.[H-].[H-].[H-].[H-].[Li+].[Al+3]. (3) Given the product [Cl:12][C:5]1[C:6]2[C:11](=[CH:10][CH:9]=[CH:8][CH:7]=2)[C:2]([N:14]2[CH2:15][CH2:16][CH:17]3[CH:22]([CH2:21][CH2:20][CH2:19][CH2:18]3)[CH2:13]2)=[N:3][N:4]=1, predict the reactants needed to synthesize it. The reactants are: Cl[C:2]1[C:11]2[C:6](=[CH:7][CH:8]=[CH:9][CH:10]=2)[C:5]([Cl:12])=[N:4][N:3]=1.[CH2:13]1[CH:22]2[CH:17]([CH2:18][CH2:19][CH2:20][CH2:21]2)[CH2:16][CH2:15][NH:14]1.C(=O)([O-])[O-].[K+].[K+]. (4) The reactants are: [Cl:1][C:2]1[CH:7]=[CH:6][C:5]([CH2:8][C:9]#[N:10])=[C:4]([F:11])[CH:3]=1.[Cl:12][C:13]1[CH:14]=[CH:15][C:16]([O:21][CH3:22])=[C:17]([CH:20]=1)[CH:18]=O.C[O-].[Na+]. Given the product [Cl:1][C:2]1[CH:7]=[CH:6][C:5](/[C:8](=[CH:18]/[C:17]2[CH:20]=[C:13]([Cl:12])[CH:14]=[CH:15][C:16]=2[O:21][CH3:22])/[C:9]#[N:10])=[C:4]([F:11])[CH:3]=1, predict the reactants needed to synthesize it. (5) Given the product [C:20]([C:24]1[C:25]([O:51][CH3:52])=[C:26]([CH:27]=[C:28]([N:30]2[CH:35]=[CH:34][C:33](=[O:36])[NH:32][C:31]2=[O:37])[CH:29]=1)/[CH:38]=[CH:39]/[C:40]1[CH:45]=[CH:44][C:43]([NH:46][S:47]([CH3:50])(=[O:48])=[O:49])=[CH:42][CH:41]=1)([CH3:23])([CH3:21])[CH3:22], predict the reactants needed to synthesize it. The reactants are: C1(P(C2C=CC=CC=2)C2C=CC=CC=2)C=CC=CC=1.[C:20]([C:24]1[C:25]([O:51][CH3:52])=[C:26]([C:38]#[C:39][C:40]2[CH:45]=[CH:44][C:43]([NH:46][S:47]([CH3:50])(=[O:49])=[O:48])=[CH:42][CH:41]=2)[CH:27]=[C:28]([N:30]2[CH:35]=[CH:34][C:33](=[O:36])[NH:32][C:31]2=[O:37])[CH:29]=1)([CH3:23])([CH3:22])[CH3:21].C[Si](C)(C)[Si](C)(C)C. (6) Given the product [Cl:1][C:2]1[CH:3]=[CH:4][C:5]([S:9][CH2:10][C:11]2[CH:16]=[CH:15][CH:14]=[CH:13][C:12]=2[N+:17]([O-:19])=[O:18])=[C:6]([NH:7][S:29]([C:21]2[O:20][C:24]3[CH:25]=[CH:26][CH:27]=[CH:28][C:23]=3[CH:22]=2)(=[O:30])=[O:31])[CH:8]=1, predict the reactants needed to synthesize it. The reactants are: [Cl:1][C:2]1[CH:3]=[CH:4][C:5]([S:9][CH2:10][C:11]2[CH:16]=[CH:15][CH:14]=[CH:13][C:12]=2[N+:17]([O-:19])=[O:18])=[C:6]([CH:8]=1)[NH2:7].[O:20]1[C:24]2[CH:25]=[CH:26][CH:27]=[CH:28][C:23]=2[CH:22]=[C:21]1[S:29](Cl)(=[O:31])=[O:30].